This data is from Reaction yield outcomes from USPTO patents with 853,638 reactions. The task is: Predict the reaction yield, written as a fraction of the theoretical maximum amount of product (1.0 means a 100% yield; for example, 0.34 means a 34% yield). (1) The reactants are C([O-])(=O)C.[K+].Br[C:7]1[CH:8]=[CH:9][C:10]([NH2:15])=[N:11][C:12]=1[O:13][CH3:14].[CH3:16][C:17]1([CH3:33])[C:21]([CH3:23])([CH3:22])[O:20][B:19]([B:19]2[O:20][C:21]([CH3:23])([CH3:22])[C:17]([CH3:33])([CH3:16])[O:18]2)[O:18]1. The catalyst is O1CCOCC1.C(OCC)(=O)C.C1C=CC(P(C2C=CC=CC=2)[C-]2C=CC=C2)=CC=1.C1C=CC(P(C2C=CC=CC=2)[C-]2C=CC=C2)=CC=1.Cl[Pd]Cl.[Fe+2]. The product is [CH3:14][O:13][C:12]1[N:11]=[C:10]([NH2:15])[CH:9]=[CH:8][C:7]=1[B:19]1[O:20][C:21]([CH3:23])([CH3:22])[C:17]([CH3:33])([CH3:16])[O:18]1. The yield is 0.280. (2) The reactants are [CH2:1]([O:3][C:4]([C:6]1[C:15](=O)[C:14]2[C:9](=[CH:10][CH:11]=[C:12]([O:17][CH3:18])[N:13]=2)[NH:8][CH:7]=1)=[O:5])[CH3:2].P(Br)(Br)[Br:20].O.C(=O)([O-])[O-].[Na+].[Na+]. The catalyst is CN(C=O)C. The product is [CH2:1]([O:3][C:4]([C:6]1[CH:7]=[N:8][C:9]2[C:14]([C:15]=1[Br:20])=[N:13][C:12]([O:17][CH3:18])=[CH:11][CH:10]=2)=[O:5])[CH3:2]. The yield is 0.900. (3) The reactants are [NH3:1].[N:2]([C:5]1[CH:10]=[CH:9][C:8]([C:11]2[CH:12]=[C:13]([CH3:17])[N:14]=[N:15][CH:16]=2)=[C:7]([O:18][CH3:19])[CH:6]=1)=[C:3]=[S:4]. No catalyst specified. The product is [CH3:19][O:18][C:7]1[CH:6]=[C:5]([NH:2][C:3]([NH2:1])=[S:4])[CH:10]=[CH:9][C:8]=1[C:11]1[CH:12]=[C:13]([CH3:17])[N:14]=[N:15][CH:16]=1. The yield is 1.00. (4) The reactants are [I:1][C:2]1[CH:3]=[CH:4][C:5]([CH3:9])=[C:6]([NH2:8])[CH:7]=1.Cl[C:11]1[CH:16]=[CH:15][N:14]=[CH:13][CH:12]=1. The catalyst is C(O)CCCC. The product is [I:1][C:2]1[CH:3]=[CH:4][C:5]([CH3:9])=[C:6]([NH:8][C:11]2[CH:16]=[CH:15][N:14]=[CH:13][CH:12]=2)[CH:7]=1. The yield is 0.740. (5) The yield is 0.730. The product is [CH2:13]([C:17]1[N:18]=[C:19]([CH3:49])[N:20]([C:39]2[CH:40]=[CH:41][C:42]3[O:46][CH:45]([CH3:47])[CH2:44][C:43]=3[CH:48]=2)[C:21](=[O:38])[C:22]=1[CH2:23][C:24]1[CH:25]=[CH:26][C:27]([C:30]2[CH:35]=[CH:34][CH:33]=[CH:32][C:31]=2[C:36]2[NH:3][C:4](=[O:7])[O:5][N:37]=2)=[CH:28][CH:29]=1)[CH2:14][CH2:15][CH3:16]. The catalyst is O.C(OCC)(=O)C. The reactants are [Cl-].O[NH3+:3].[C:4](=[O:7])([O-])[OH:5].[Na+].CS(C)=O.[CH2:13]([C:17]1[N:18]=[C:19]([CH3:49])[N:20]([C:39]2[CH:40]=[CH:41][C:42]3[O:46][CH:45]([CH3:47])[CH2:44][C:43]=3[CH:48]=2)[C:21](=[O:38])[C:22]=1[CH2:23][C:24]1[CH:29]=[CH:28][C:27]([C:30]2[C:31]([C:36]#[N:37])=[CH:32][CH:33]=[CH:34][CH:35]=2)=[CH:26][CH:25]=1)[CH2:14][CH2:15][CH3:16]. (6) The reactants are [C:1]([O:5][C:6]([N:8]1[CH2:13][CH2:12][N:11]([C:14]2[S:15][C:16](Br)=[CH:17][N:18]=2)[CH2:10][CH2:9]1)=[O:7])([CH3:4])([CH3:3])[CH3:2].[N:20]1[CH:25]=[CH:24][CH:23]=[C:22]([S:26][S:26][C:22]2[CH:21]=[N:20][CH:25]=[CH:24][CH:23]=2)[CH:21]=1. No catalyst specified. The product is [C:1]([O:5][C:6]([N:8]1[CH2:13][CH2:12][N:11]([C:14]2[S:15][C:16]([S:26][C:22]3[CH:21]=[N:20][CH:25]=[CH:24][CH:23]=3)=[CH:17][N:18]=2)[CH2:10][CH2:9]1)=[O:7])([CH3:4])([CH3:3])[CH3:2]. The yield is 0.550.